The task is: Predict the reactants needed to synthesize the given product.. This data is from Full USPTO retrosynthesis dataset with 1.9M reactions from patents (1976-2016). (1) Given the product [CH2:1]([O:3][C:4](=[O:26])[CH2:5][C:6]1[CH:7]=[N:8][CH:9]=[C:10]([C:12]2[CH:17]=[CH:16][C:15]([C:18]([F:20])([F:19])[F:21])=[CH:14][C:13]=2[CH2:22][N:23]([CH2:24][CH3:25])[C:35](=[O:37])[CH2:34][C:29]2[CH:30]=[CH:31][CH:32]=[CH:33][N:28]=2)[CH:11]=1)[CH3:2], predict the reactants needed to synthesize it. The reactants are: [CH2:1]([O:3][C:4](=[O:26])[CH2:5][C:6]1[CH:7]=[N:8][CH:9]=[C:10]([C:12]2[CH:17]=[CH:16][C:15]([C:18]([F:21])([F:20])[F:19])=[CH:14][C:13]=2[CH2:22][NH:23][CH2:24][CH3:25])[CH:11]=1)[CH3:2].Cl.[N:28]1[CH:33]=[CH:32][CH:31]=[CH:30][C:29]=1[CH2:34][C:35]([OH:37])=O. (2) Given the product [F:33][C:2]1([F:1])[O:6][C:5]2[CH:7]=[CH:8][C:9]([C:11]3([C:14]([NH:16][C@H:17]4[CH2:22][CH2:21][O:20][C@@H:19]([C:23]5[CH:32]=[CH:31][CH:30]=[CH:29][C:24]=5[C:25]([OH:27])=[O:26])[CH2:18]4)=[O:15])[CH2:13][CH2:12]3)=[CH:10][C:4]=2[O:3]1, predict the reactants needed to synthesize it. The reactants are: [F:1][C:2]1([F:33])[O:6][C:5]2[CH:7]=[CH:8][C:9]([C:11]3([C:14]([NH:16][C@H:17]4[CH2:22][CH2:21][O:20][C@@H:19]([C:23]5[CH:32]=[CH:31][CH:30]=[CH:29][C:24]=5[C:25]([O:27]C)=[O:26])[CH2:18]4)=[O:15])[CH2:13][CH2:12]3)=[CH:10][C:4]=2[O:3]1.[OH-].[Na+].